Dataset: Forward reaction prediction with 1.9M reactions from USPTO patents (1976-2016). Task: Predict the product of the given reaction. (1) Given the reactants [NH:1]1[CH2:6][CH2:5][CH2:4][CH2:3][CH2:2]1.[O:7]1[C:11]2[CH:12]=[CH:13][C:14]([C:16]3[N:20]([CH3:21])[C:19]([CH:22]4[N:26]([CH3:27])[C:25](=[O:28])[C:24](=[CH2:29])[CH2:23]4)=[N:18][CH:17]=3)=[CH:15][C:10]=2[O:9][CH2:8]1, predict the reaction product. The product is: [O:7]1[C:11]2[CH:12]=[CH:13][C:14]([C:16]3[N:20]([CH3:21])[C:19]([C@H:22]4[N:26]([CH3:27])[C:25](=[O:28])[C@@H:24]([CH2:29][N:1]5[CH2:6][CH2:5][CH2:4][CH2:3][CH2:2]5)[CH2:23]4)=[N:18][CH:17]=3)=[CH:15][C:10]=2[O:9][CH2:8]1. (2) Given the reactants [OH:1][CH2:2][C:3]1[CH:8]=[CH:7][N:6]=[C:5]([C:9]2[CH:10]=[CH:11][C:12]3[N:13]([CH:15]=[C:16]([C:18]([NH:20][C:21]4[CH:26]=[CH:25][CH:24]=[CH:23][CH:22]=4)=[O:19])[N:17]=3)[CH:14]=2)[CH:4]=1.[ClH:27], predict the reaction product. The product is: [ClH:27].[OH:1][CH2:2][C:3]1[CH:8]=[CH:7][N:6]=[C:5]([C:9]2[CH:10]=[CH:11][C:12]3[N:13]([CH:15]=[C:16]([C:18]([NH:20][C:21]4[CH:22]=[CH:23][CH:24]=[CH:25][CH:26]=4)=[O:19])[N:17]=3)[CH:14]=2)[CH:4]=1. (3) Given the reactants C([Si](C)(C)[O:6][C:7]([C:16]1[CH:48]=[CH:47][C:19]([CH2:20][N:21]2[CH2:26][CH2:25][N:24]([C:27]([C:29]3[CH:34]=[CH:33][C:32]([NH:35][C:36]([NH:38][CH:39]4[CH2:44][CH2:43][S:42](=[O:45])[CH2:41][CH2:40]4)=[O:37])=[C:31]([F:46])[CH:30]=3)=[O:28])[CH2:23][CH2:22]2)=[CH:18][CH:17]=1)([C:12]([F:15])([F:14])[F:13])[C:8]([F:11])([F:10])[F:9])(C)(C)C.[F-].[K+], predict the reaction product. The product is: [F:46][C:31]1[CH:30]=[C:29]([C:27]([N:24]2[CH2:25][CH2:26][N:21]([CH2:20][C:19]3[CH:47]=[CH:48][C:16]([C:7]([OH:6])([C:8]([F:11])([F:9])[F:10])[C:12]([F:13])([F:14])[F:15])=[CH:17][CH:18]=3)[CH2:22][CH2:23]2)=[O:28])[CH:34]=[CH:33][C:32]=1[NH:35][C:36]([NH:38][CH:39]1[CH2:44][CH2:43][S:42](=[O:45])[CH2:41][CH2:40]1)=[O:37]. (4) The product is: [OH:9][C:5]1[CH:4]=[C:3]([O:2][CH3:1])[CH:8]=[CH:7][C:6]=1[C:15]([C:14]1[CH:18]=[CH:19][CH:20]=[C:12]([O:11][CH3:10])[CH:13]=1)=[O:16]. Given the reactants [CH3:1][O:2][C:3]1[CH:4]=[C:5]([OH:9])[CH:6]=[CH:7][CH:8]=1.[CH3:10][O:11][C:12]1[CH:13]=[C:14]([CH:18]=[CH:19][CH:20]=1)[C:15](O)=[O:16].CS(O)(=O)=O, predict the reaction product.